The task is: Predict the reaction yield, written as a fraction of the theoretical maximum amount of product (1.0 means a 100% yield; for example, 0.34 means a 34% yield).. This data is from Reaction yield outcomes from USPTO patents with 853,638 reactions. (1) The reactants are [CH3:1][O:2][C:3]([NH:5][C@@H:6]([CH:54]([CH3:56])[CH3:55])[C:7]([N:9]1[CH2:13][CH2:12][CH2:11][C@H:10]1[C:14]1[NH:15][C:16]([C:19]2[CH:20]=[C:21]3[C:26](=[CH:27][CH:28]=2)[CH:25]=[C:24]([C:29]2[CH:30]=[C:31]4[C:51](=[CH:52][CH:53]=2)[C:35]2[NH:36][C:37]([C@@H:39]5[CH2:43][CH2:42][CH2:41][N:40]5C(OC(C)(C)C)=O)=[N:38][C:34]=2[CH2:33][CH2:32]4)[CH:23]=[CH:22]3)=[CH:17][N:18]=1)=[O:8])=[O:4].Cl.[CH3:58][O:59][C:60]([NH:62][C@H:63]([C:67]1[CH:72]=[CH:71][CH:70]=[CH:69][CH:68]=1)[C:64]([OH:66])=O)=[O:61].CCOC(C(C#N)=NOC(N1CCOCC1)=[N+](C)C)=O.F[P-](F)(F)(F)(F)F.CCN(C(C)C)C(C)C. The catalyst is ClCCl.O.CN(C=O)C. The product is [CH3:58][O:59][C:60]([NH:62][C@H:63]([C:67]1[CH:72]=[CH:71][CH:70]=[CH:69][CH:68]=1)[C:64]([N:40]1[CH2:41][CH2:42][CH2:43][C@H:39]1[C:37]1[NH:36][C:35]2[C:51]3[C:31]([CH2:32][CH2:33][C:34]=2[N:38]=1)=[CH:30][C:29]([C:24]1[CH:25]=[C:26]2[C:21](=[CH:22][CH:23]=1)[CH:20]=[C:19]([C:16]1[NH:15][C:14]([C@@H:10]4[CH2:11][CH2:12][CH2:13][N:9]4[C:7](=[O:8])[C@@H:6]([NH:5][C:3](=[O:4])[O:2][CH3:1])[CH:54]([CH3:56])[CH3:55])=[N:18][CH:17]=1)[CH:28]=[CH:27]2)=[CH:53][CH:52]=3)=[O:66])=[O:61]. The yield is 0.640. (2) The reactants are [F:1][C:2]([F:42])([F:41])[C:3]1[CH:4]=[C:5]([C:13]([CH3:40])([CH3:39])[C:14]([N:16]([C:18]2[CH:19]=[N:20][C:21]([N:31]3[CH2:35][C@H:34]([OH:36])[CH2:33][C@H:32]3[CH2:37][OH:38])=[CH:22][C:23]=2[C:24]2[CH:29]=[CH:28][CH:27]=[CH:26][C:25]=2[CH3:30])[CH3:17])=[O:15])[CH:6]=[C:7]([C:9]([F:12])([F:11])[F:10])[CH:8]=1.N1C=CC=CC=1.[C:49](OC(=O)C)(=[O:51])[CH3:50]. The catalyst is ClCCl.Cl. The product is [F:42][C:2]([F:1])([F:41])[C:3]1[CH:4]=[C:5]([C:13]([CH3:39])([CH3:40])[C:14]([N:16]([CH3:17])[C:18]2[C:23]([C:24]3[CH:29]=[CH:28][CH:27]=[CH:26][C:25]=3[CH3:30])=[CH:22][C:21]([N:31]3[CH2:35][C@H:34]([OH:36])[CH2:33][C@H:32]3[CH2:37][O:38][C:49](=[O:51])[CH3:50])=[N:20][CH:19]=2)=[O:15])[CH:6]=[C:7]([C:9]([F:12])([F:10])[F:11])[CH:8]=1. The yield is 0.710. (3) The reactants are [O:1]=[C:2]1[C:11]2[C:6](=[C:7]([C:12](O)=[O:13])[CH:8]=[CH:9][CH:10]=2)[NH:5][C:4]([C:15]2[CH:20]=[CH:19][CH:18]=[C:17]([C:21]([F:24])([F:23])[F:22])[CH:16]=2)=[CH:3]1.CN(C(O[N:33]1N=N[C:35]2[CH:36]=[CH:37][CH:38]=[N:39][C:34]1=2)=[N+](C)C)C.F[P-](F)(F)(F)(F)F.NC1C=CC=CN=1.C(N(C(C)C)CC)(C)C. The product is [O:1]=[C:2]1[C:11]2[C:6](=[C:7]([C:12]([NH:33][C:34]3[CH:35]=[CH:36][CH:37]=[CH:38][N:39]=3)=[O:13])[CH:8]=[CH:9][CH:10]=2)[NH:5][C:4]([C:15]2[CH:20]=[CH:19][CH:18]=[C:17]([C:21]([F:22])([F:24])[F:23])[CH:16]=2)=[CH:3]1. The catalyst is CC(N(C)C)=O.O. The yield is 0.330. (4) The reactants are [CH3:1][O:2][C:3]1[CH:4]=[CH:5][C:6]([N+:12]([O-:14])=[O:13])=[C:7]([CH:11]=1)[C:8](O)=[O:9].O=S(Cl)Cl.C[N:20](C=O)C. No catalyst specified. The product is [CH3:1][O:2][C:3]1[CH:4]=[CH:5][C:6]([N+:12]([O-:14])=[O:13])=[C:7]([CH:11]=1)[C:8]([NH2:20])=[O:9]. The yield is 0.800. (5) The reactants are [CH3:1][C:2]([NH2:6])([C:4]#[CH:5])[CH3:3].[F:7][C:8]([F:26])([F:25])[C:9]1[CH:14]=[CH:13][C:12]([C:15]2[CH:20]=[CH:19][C:18]([S:21](Cl)(=[O:23])=[O:22])=[CH:17][CH:16]=2)=[CH:11][CH:10]=1. The catalyst is N1C=CC=CC=1.C(Cl)Cl. The product is [CH3:1][C:2]([NH:6][S:21]([C:18]1[CH:17]=[CH:16][C:15]([C:12]2[CH:13]=[CH:14][C:9]([C:8]([F:7])([F:25])[F:26])=[CH:10][CH:11]=2)=[CH:20][CH:19]=1)(=[O:23])=[O:22])([C:4]#[CH:5])[CH3:3]. The yield is 0.930. (6) The reactants are Br[C:2]1[CH:7]=[CH:6][CH:5]=[CH:4][C:3]=1[NH:8][CH2:9][CH2:10][NH:11][CH2:12][C:13]1[CH:14]=[C:15]([C:19]([N:21]2[CH2:26][CH2:25][CH2:24][CH2:23][CH2:22]2)=[O:20])[CH:16]=[CH:17][CH:18]=1.[CH3:27][O:28][C:29]1[CH:34]=[CH:33][CH:32]=[CH:31][C:30]=1B(O)O. The catalyst is C([O-])([O-])=O.[Na+].[Na+].CCO.C1(C)C=CC=CC=1.C1C=CC([P]([Pd]([P](C2C=CC=CC=2)(C2C=CC=CC=2)C2C=CC=CC=2)([P](C2C=CC=CC=2)(C2C=CC=CC=2)C2C=CC=CC=2)[P](C2C=CC=CC=2)(C2C=CC=CC=2)C2C=CC=CC=2)(C2C=CC=CC=2)C2C=CC=CC=2)=CC=1. The product is [CH3:27][O:28][C:29]1[CH:34]=[CH:33][CH:32]=[CH:31][C:30]=1[C:2]1[CH:7]=[CH:6][CH:5]=[CH:4][C:3]=1[NH:8][CH2:9][CH2:10][NH:11][CH2:12][C:13]1[CH:14]=[C:15]([C:19]([N:21]2[CH2:26][CH2:25][CH2:24][CH2:23][CH2:22]2)=[O:20])[CH:16]=[CH:17][CH:18]=1. The yield is 0.280.